Dataset: Reaction yield outcomes from USPTO patents with 853,638 reactions. Task: Predict the reaction yield, written as a fraction of the theoretical maximum amount of product (1.0 means a 100% yield; for example, 0.34 means a 34% yield). The reactants are [CH2:1]([C:5]1[N:10]2[N:11]=[CH:12][N:13]=[C:9]2[N:8]([CH:14]2[CH2:23][CH2:22][C:17]3(OCC[O:18]3)[CH2:16][CH2:15]2)[C:7](=[O:24])[C:6]=1[CH2:25][C:26]1[CH:31]=[CH:30][C:29]([C:32]2[CH:37]=[CH:36][CH:35]=[CH:34][C:33]=2[C:38]2[NH:42][C:41](=[O:43])[O:40][N:39]=2)=[CH:28][CH:27]=1)[CH2:2][CH2:3][CH3:4].Cl.O1CCCC1. The catalyst is C(OCC)(=O)C. The product is [CH2:1]([C:5]1[N:10]2[N:11]=[CH:12][N:13]=[C:9]2[N:8]([CH:14]2[CH2:23][CH2:22][C:17](=[O:18])[CH2:16][CH2:15]2)[C:7](=[O:24])[C:6]=1[CH2:25][C:26]1[CH:31]=[CH:30][C:29]([C:32]2[CH:37]=[CH:36][CH:35]=[CH:34][C:33]=2[C:38]2[NH:42][C:41](=[O:43])[O:40][N:39]=2)=[CH:28][CH:27]=1)[CH2:2][CH2:3][CH3:4]. The yield is 0.830.